From a dataset of Catalyst prediction with 721,799 reactions and 888 catalyst types from USPTO. Predict which catalyst facilitates the given reaction. (1) Reactant: [F:1][CH2:2][C:3]1([C:6]2[CH:7]=[C:8]([NH2:18])[N:9]([C:11]3[CH:16]=[CH:15][C:14]([CH3:17])=[CH:13][CH:12]=3)[N:10]=2)[CH2:5][CH2:4]1.[C:19](N1C=CN=C1)(N1C=CN=C1)=[O:20].[NH2:31][C:32]1[C:41]2[C:36](=[CH:37][CH:38]=[CH:39][CH:40]=2)[C:35]([O:42][CH:43]2[CH2:48][CH2:47][N:46]([C:49]([C:51]3([CH3:54])[CH2:53][CH2:52]3)=[O:50])[CH2:45][CH2:44]2)=[N:34][CH:33]=1. The catalyst class is: 2. Product: [F:1][CH2:2][C:3]1([C:6]2[CH:7]=[C:8]([NH:18][C:19]([NH:31][C:32]3[C:41]4[C:36](=[CH:37][CH:38]=[CH:39][CH:40]=4)[C:35]([O:42][CH:43]4[CH2:48][CH2:47][N:46]([C:49]([C:51]5([CH3:54])[CH2:53][CH2:52]5)=[O:50])[CH2:45][CH2:44]4)=[N:34][CH:33]=3)=[O:20])[N:9]([C:11]3[CH:12]=[CH:13][C:14]([CH3:17])=[CH:15][CH:16]=3)[N:10]=2)[CH2:4][CH2:5]1. (2) Reactant: [NH:1]1[C:9]2[N:4]3[C:5](=[N:10][CH:11]=[C:3]3[C:2]1=[O:12])[CH:6]=[CH:7][CH:8]=2.[ClH:13]. Product: [ClH:13].[ClH:13].[NH2:1][CH2:9][CH2:8][CH2:7][CH2:6][N:1]1[C:9]2[N:4]3[C:5](=[N:10][CH:11]=[C:3]3[C:2]1=[O:12])[CH:6]=[CH:7][CH:8]=2. The catalyst class is: 5. (3) Reactant: [CH3:1][CH:2]([CH3:40])[CH:3]([C:20]1[CH:25]=[CH:24][C:23]([CH2:26][N:27]2[C:32](=[O:33])[CH2:31][O:30][C:29]([C:34]3[CH:39]=[CH:38][CH:37]=[CH:36][CH:35]=3)=[N:28]2)=[CH:22][CH:21]=1)[C:4]([NH:6][C:7]1[CH:8]=[C:9](/[CH:13]=[CH:14]/[C:15]([O:17][CH2:18][CH3:19])=[O:16])[CH:10]=[CH:11][CH:12]=1)=[O:5]. Product: [CH3:40][CH:2]([CH3:1])[CH:3]([C:20]1[CH:25]=[CH:24][C:23]([CH2:26][N:27]2[C:32](=[O:33])[CH2:31][O:30][C:29]([C:34]3[CH:35]=[CH:36][CH:37]=[CH:38][CH:39]=3)=[N:28]2)=[CH:22][CH:21]=1)[C:4]([NH:6][C:7]1[CH:8]=[C:9]([CH2:13][CH2:14][C:15]([O:17][CH2:18][CH3:19])=[O:16])[CH:10]=[CH:11][CH:12]=1)=[O:5]. The catalyst class is: 29. (4) Reactant: C([N:8]1[CH:12]=[C:11]([C:13]2[C:21]3[C:16](=[CH:17][N:18]=[C:19]([C:22]4[CH:23]=[N:24][CH:25]=[CH:26][CH:27]=4)[CH:20]=3)[N:15]([CH:28]3[CH2:33][CH2:32][CH2:31][CH2:30][O:29]3)[N:14]=2)[CH:10]=[N:9]1)C1C=CC=CC=1.C1CC=CCC=1. Product: [NH:8]1[CH:12]=[C:11]([C:13]2[C:21]3[C:16](=[CH:17][N:18]=[C:19]([C:22]4[CH:23]=[N:24][CH:25]=[CH:26][CH:27]=4)[CH:20]=3)[N:15]([CH:28]3[CH2:33][CH2:32][CH2:31][CH2:30][O:29]3)[N:14]=2)[CH:10]=[N:9]1. The catalyst class is: 723. (5) The catalyst class is: 27. Reactant: [F:8][C:7]([F:10])([F:9])[C:6](O[C:6](=[O:11])[C:7]([F:10])([F:9])[F:8])=[O:11].[CH2:14]([O:16]/[CH:17]=[CH:18]/[CH3:19])[CH3:15].N1C=CC=CC=1. Product: [CH2:14]([O:16]/[CH:17]=[C:18](\[CH3:19])/[C:6](=[O:11])[C:7]([F:8])([F:9])[F:10])[CH3:15].